From a dataset of Catalyst prediction with 721,799 reactions and 888 catalyst types from USPTO. Predict which catalyst facilitates the given reaction. (1) Reactant: I[C:2]1[CH:3]=[C:4]([C:8](=[O:18])[CH2:9]C2C=CN=C(SC)N=2)[CH:5]=C[CH:7]=1.C[Si]([C:23]#[CH:24])(C)C.C(NC(C)C)(C)C.[OH2:32]. Product: [CH3:7][CH2:2][CH2:3][CH:4]([CH3:8])[CH3:5].[C:23]([O:18][CH2:8][CH3:9])(=[O:32])[CH3:24]. The catalyst class is: 1. (2) Reactant: [C:1]([CH2:3][C:4]1[C:13]2[C:8](=[CH:9][C:10]([O:16][CH2:17][CH2:18][O:19][CH3:20])=[C:11]([O:14][CH3:15])[CH:12]=2)[N:7]=[CH:6][C:5]=1[C:21]#[N:22])#[N:2].[NH:23]1[CH:27]=[CH:26][N:25]=[CH:24]1. Product: [N:23]1([C:1]2[CH:3]=[C:4]3[C:5](=[C:21]([NH2:22])[N:2]=2)[CH:6]=[N:7][C:8]2[CH:9]=[C:10]([O:16][CH2:17][CH2:18][O:19][CH3:20])[C:11]([O:14][CH3:15])=[CH:12][C:13]3=2)[CH:27]=[CH:26][N:25]=[CH:24]1. The catalyst class is: 6. (3) Reactant: Br[C:2]1[CH:3]=[C:4]([CH:24]=[C:25]([O:27][C:28]([F:31])([F:30])[F:29])[CH:26]=1)/[CH:5]=[C:6]1/[C:7](=[O:23])[C:8]2[C:13]([CH2:14]/1)=[CH:12][C:11]([N:15]1[CH2:20][CH2:19][O:18][CH2:17][CH2:16]1)=[C:10]([O:21][CH3:22])[CH:9]=2. Product: [CH3:22][O:21][C:10]1[CH:9]=[C:8]2[C:13]([CH2:14][CH:6]([CH2:5][C:4]3[CH:3]=[CH:2][CH:26]=[C:25]([O:27][C:28]([F:31])([F:30])[F:29])[CH:24]=3)[C:7]2=[O:23])=[CH:12][C:11]=1[N:15]1[CH2:16][CH2:17][O:18][CH2:19][CH2:20]1. The catalyst class is: 19. (4) Reactant: Br[C:2]1[CH:3]=[C:4]([NH:8][C@H:9]([C:12]2[CH:17]=[CH:16][CH:15]=[CH:14][CH:13]=2)[CH2:10][OH:11])[CH:5]=[N:6][CH:7]=1.C([O-])([O-])=O.[K+].[K+].[F:24][C:25]1[CH:33]=[C:32]2[C:28]([CH2:29][C:30](=[O:34])[NH:31]2)=[CH:27][C:26]=1B1OC(C)(C)C(C)(C)O1. Product: [F:24][C:25]1[CH:33]=[C:32]2[C:28]([CH2:29][C:30](=[O:34])[NH:31]2)=[CH:27][C:26]=1[C:2]1[CH:7]=[N:6][CH:5]=[C:4]([NH:8][C@H:9]([C:12]2[CH:17]=[CH:16][CH:15]=[CH:14][CH:13]=2)[CH2:10][OH:11])[CH:3]=1. The catalyst class is: 108. (5) Reactant: [CH:1](NC(C)C)([CH3:3])[CH3:2].[Li]CCCC.CCCCCC.BrC(C)=C.COCN[C:27]([C:29]1[CH:30]=[C:31]2[C:36](=[CH:37][CH:38]=1)[N:35]=[CH:34][N:33]=[C:32]2[NH:39][C:40]1[CH:45]=[CH:44][C:43]([O:46][CH2:47][C:48]2[CH:53]=[CH:52][CH:51]=[C:50]([F:54])[CH:49]=2)=[C:42]([Cl:55])[CH:41]=1)=[O:28].Cl. Product: [Cl:55][C:42]1[CH:41]=[C:40]([NH:39][C:32]2[C:31]3[C:36](=[CH:37][CH:38]=[C:29]([C:27](=[O:28])[C:2]#[C:1][CH3:3])[CH:30]=3)[N:35]=[CH:34][N:33]=2)[CH:45]=[CH:44][C:43]=1[O:46][CH2:47][C:48]1[CH:53]=[CH:52][CH:51]=[C:50]([F:54])[CH:49]=1. The catalyst class is: 7. (6) Reactant: [N+:1]([CH3:4])([O-:3])=[O:2].[C:5]([O:9][C:10](=[O:34])[C:11]1[CH:16]=[CH:15][C:14]([C:17](=[O:32])/[CH:18]=[C:19](\[C:24]2[CH:29]=[C:28]([Cl:30])[CH:27]=[C:26]([Cl:31])[CH:25]=2)/[C:20]([F:23])([F:22])[F:21])=[CH:13][C:12]=1[CH3:33])([CH3:8])([CH3:7])[CH3:6]. Product: [C:5]([O:9][C:10](=[O:34])[C:11]1[CH:16]=[CH:15][C:14]([C:17](=[O:32])[CH2:18][C@@:19]([C:24]2[CH:29]=[C:28]([Cl:30])[CH:27]=[C:26]([Cl:31])[CH:25]=2)([CH2:4][N+:1]([O-:3])=[O:2])[C:20]([F:22])([F:21])[F:23])=[CH:13][C:12]=1[CH3:33])([CH3:8])([CH3:7])[CH3:6]. The catalyst class is: 6. (7) Reactant: [CH2:1]([O:3][C:4](=[O:13])[C:5]1[CH:10]=[CH:9][C:8]([OH:11])=[C:7]([OH:12])[CH:6]=1)[CH3:2].[CH2:14]([O:16][C:17](=O)[C:18]1C=C(N2CCCCC2)C=CC=1N)C.[C:32](=[O:35])([O-])[O-].[K+].[K+].N1CCC[CH2:40][CH2:39]1. Product: [CH2:1]([O:3][C:4](=[O:13])[C:5]1[CH:10]=[CH:9][C:8]([O:11][CH2:39][CH2:40][O:35][CH3:32])=[C:7]([O:12][CH2:18][CH2:17][O:16][CH3:14])[CH:6]=1)[CH3:2]. The catalyst class is: 21.